This data is from Reaction yield outcomes from USPTO patents with 853,638 reactions. The task is: Predict the reaction yield, written as a fraction of the theoretical maximum amount of product (1.0 means a 100% yield; for example, 0.34 means a 34% yield). (1) The reactants are [C:1]([O:4][C@H:5]([CH3:20])[CH2:6][CH2:7][CH2:8][CH2:9][N:10]1[C:15](=[O:16])[CH:14]=[C:13]([NH2:17])[N:12]([CH3:18])[C:11]1=[O:19])(=[O:3])[CH3:2].[CH2:21]=[C:22]1O[C:24](=[O:25])[CH2:23]1. The catalyst is ClCCCl. The product is [C:1]([O:4][C@H:5]([CH3:20])[CH2:6][CH2:7][CH2:8][CH2:9][N:10]1[C:15](=[O:16])[C:14]2[C:24](=[O:25])[CH:23]=[C:22]([CH3:21])[NH:17][C:13]=2[N:12]([CH3:18])[C:11]1=[O:19])(=[O:3])[CH3:2]. The yield is 0.490. (2) The reactants are [CH:1]([C:3]1[CH:8]=[CH:7][C:6](B(O)O)=[CH:5][CH:4]=1)=[CH2:2].Br[C:13]1[CH:18]=[CH:17][CH:16]=[CH:15][N:14]=1.O1CCCC1.C(=O)([O-])[O-].[K+].[K+]. The catalyst is O.[Pd].C1(P(C2C=CC=CC=2)C2C=CC=CC=2)C=CC=CC=1.C1(P(C2C=CC=CC=2)C2C=CC=CC=2)C=CC=CC=1.C1(P(C2C=CC=CC=2)C2C=CC=CC=2)C=CC=CC=1.C1(P(C2C=CC=CC=2)C2C=CC=CC=2)C=CC=CC=1. The product is [CH:1]([C:3]1[CH:8]=[CH:7][C:6]([C:13]2[CH:18]=[CH:17][CH:16]=[CH:15][N:14]=2)=[CH:5][CH:4]=1)=[CH2:2]. The yield is 0.900.